This data is from Reaction yield outcomes from USPTO patents with 853,638 reactions. The task is: Predict the reaction yield, written as a fraction of the theoretical maximum amount of product (1.0 means a 100% yield; for example, 0.34 means a 34% yield). (1) The reactants are C(OC([N:8]1[CH2:12][CH2:11][C@H:10]([O:13][C:14]2[CH:15]=[N:16][CH:17]=[CH:18][CH:19]=2)[CH2:9]1)=O)(C)(C)C.FC(F)(F)C(O)=O. The product is [NH:8]1[CH2:12][CH2:11][C@H:10]([O:13][C:14]2[CH:15]=[N:16][CH:17]=[CH:18][CH:19]=2)[CH2:9]1. The catalyst is C(Cl)Cl. The yield is 0.723. (2) The yield is 0.800. No catalyst specified. The reactants are [NH2:1][C:2]1[C:3]([C:15]([O:17]C)=O)=[N:4][C:5]([C:8]2[CH:13]=[CH:12][CH:11]=[C:10]([Br:14])[CH:9]=2)=[CH:6][N:7]=1.[NH3:19]. The product is [NH2:1][C:2]1[C:3]([C:15]([NH2:19])=[O:17])=[N:4][C:5]([C:8]2[CH:13]=[CH:12][CH:11]=[C:10]([Br:14])[CH:9]=2)=[CH:6][N:7]=1. (3) The reactants are I[C:2]1[CH:7]=[CH:6][C:5]([I:8])=[CH:4][CH:3]=1.[Li]CCCC.[O:14]1[CH2:17][C:16](=[O:18])[CH2:15]1.OS([O-])(=O)=O.[Na+]. The catalyst is C1COCC1.CC(=O)OCC.O. The product is [I:8][C:5]1[CH:6]=[CH:7][C:2]([C:16]2([OH:18])[CH2:17][O:14][CH2:15]2)=[CH:3][CH:4]=1. The yield is 0.550. (4) The catalyst is CN(C=O)C.CCOC(C)=O. The yield is 0.660. The reactants are [S:1]1[C:5]([C:6](=[O:23])[CH2:7][O:8][C:9]([CH:11]2[CH2:15][CH2:14][CH2:13][N:12]2[C:16]([O:18][C:19]([CH3:22])([CH3:21])[CH3:20])=[O:17])=[O:10])=[CH:4][CH:3]2[S:24][CH:25]=[CH:26][CH:2]12.[Br:27]N1C(=O)CCC1=O. The product is [C:19]([O:18][C:16]([N:12]1[CH2:13][CH2:14][CH2:15][CH:11]1[C:9]([O:8][CH2:7][C:6]([C:5]1[S:1][CH:2]2[CH:26]=[C:25]([Br:27])[S:24][CH:3]2[CH:4]=1)=[O:23])=[O:10])=[O:17])([CH3:20])([CH3:21])[CH3:22]. (5) The reactants are [N:1]1[CH:6]=[CH:5][C:4]([C:7]2[S:8][CH:9]=[C:10]([C:12](OCC)=[O:13])[N:11]=2)=[CH:3][CH:2]=1.[BH4-].[Na+]. The catalyst is CCO. The product is [N:1]1[CH:2]=[CH:3][C:4]([C:7]2[S:8][CH:9]=[C:10]([CH2:12][OH:13])[N:11]=2)=[CH:5][CH:6]=1. The yield is 0.670. (6) The reactants are F[C:2]1[CH:7]=[C:6]([F:8])[CH:5]=[CH:4][C:3]=1[N+:9]([O-:11])=[O:10].[NH:12]1[CH2:17][CH2:16][CH2:15][CH2:14][CH2:13]1. The catalyst is CCO. The product is [F:8][C:6]1[CH:5]=[CH:4][C:3]([N+:9]([O-:11])=[O:10])=[C:2]([N:12]2[CH2:17][CH2:16][CH2:15][CH2:14][CH2:13]2)[CH:7]=1. The yield is 0.370. (7) The reactants are C[O:2][C:3](=[O:34])[C:4]([C:7]1[CH:12]=[CH:11][C:10]([C:13]#[C:14][C:15]2[CH:24]=[C:23]([O:25][CH3:26])[C:22]3[CH:21]([N:27]([CH:29]4[CH2:31][CH2:30]4)[CH3:28])[CH2:20][CH2:19][C:18]([CH3:33])([CH3:32])[C:17]=3[CH:16]=2)=[CH:9][CH:8]=1)([CH3:6])[CH3:5].[OH-].[K+].Cl. The catalyst is CO.O1CCCC1. The product is [CH:29]1([N:27]([CH3:28])[CH:21]2[CH2:20][CH2:19][C:18]([CH3:32])([CH3:33])[C:17]3[CH:16]=[C:15]([C:14]#[C:13][C:10]4[CH:9]=[CH:8][C:7]([C:4]([CH3:5])([CH3:6])[C:3]([OH:34])=[O:2])=[CH:12][CH:11]=4)[CH:24]=[C:23]([O:25][CH3:26])[C:22]2=3)[CH2:30][CH2:31]1. The yield is 0.650.